From a dataset of Peptide-MHC class II binding affinity with 134,281 pairs from IEDB. Regression. Given a peptide amino acid sequence and an MHC pseudo amino acid sequence, predict their binding affinity value. This is MHC class II binding data. (1) The peptide sequence is GELQIVDKCDAAFKI. The MHC is DRB3_0101 with pseudo-sequence DRB3_0101. The binding affinity (normalized) is 0.583. (2) The peptide sequence is ANGKLHDKKSMGDDH. The MHC is DRB1_1101 with pseudo-sequence DRB1_1101. The binding affinity (normalized) is 0.190.